This data is from Full USPTO retrosynthesis dataset with 1.9M reactions from patents (1976-2016). The task is: Predict the reactants needed to synthesize the given product. (1) The reactants are: [CH2:1]([OH:21])[CH2:2][CH2:3][CH2:4]/[CH:5]=[CH:6]\[CH2:7]/[CH:8]=[CH:9]\[CH2:10]/[CH:11]=[CH:12]\[CH2:13]/[CH:14]=[CH:15]\[CH2:16]/[CH:17]=[CH:18]\[CH2:19][CH3:20].Br[CH:23]([CH2:27][CH3:28])[C:24]([OH:26])=[O:25].CC([O-])(C)C.[Na+].C(O)=O.Cl. Given the product [CH2:1]([O:21][CH:23]([CH2:27][CH3:28])[C:24]([OH:26])=[O:25])[CH2:2][CH2:3][CH2:4]/[CH:5]=[CH:6]\[CH2:7]/[CH:8]=[CH:9]\[CH2:10]/[CH:11]=[CH:12]\[CH2:13]/[CH:14]=[CH:15]\[CH2:16]/[CH:17]=[CH:18]\[CH2:19][CH3:20], predict the reactants needed to synthesize it. (2) Given the product [ClH:21].[NH2:1][C:2]1[N:6]([C:7]2[CH:8]=[CH:9][C:10]([NH2:13])=[CH:11][CH:12]=2)[C:5]2[CH:17]=[CH:18][CH:19]=[CH:20][C:4]=2[N:3]=1, predict the reactants needed to synthesize it. The reactants are: [NH2:1][C:2]1[N:6]([C:7]2[CH:12]=[CH:11][C:10]([NH:13]C(=O)C)=[CH:9][CH:8]=2)[C:5]2[CH:17]=[CH:18][CH:19]=[CH:20][C:4]=2[N:3]=1.[ClH:21]. (3) The reactants are: [OH:1][C:2]1[CH:7]=[CH:6][CH:5]=[CH:4][C:3]=1[S:8][CH3:9].F[C:11]1[CH:16]=[CH:15][C:14]([F:17])=[CH:13][C:12]=1[N+:18]([O-:20])=[O:19].[F:21][C:22]1[CH:23]=[CH:24][C:25]([O:29][C:30]2[CH:35]=[CH:34][CH:33]=[CH:32][C:31]=2[S:36][CH3:37])=[C:26]([CH:28]=1)[NH2:27].[NH2:38][C:39]1[S:40][CH:41]=[CH:42][N:43]=1. Given the product [F:17][C:14]1[CH:15]=[CH:16][C:11]([O:1][C:2]2[CH:7]=[CH:6][CH:5]=[CH:4][C:3]=2[S:8][CH3:9])=[C:12]([N+:18]([O-:20])=[O:19])[CH:13]=1.[F:21][C:22]1[CH:23]=[CH:24][C:25]([O:29][C:30]2[CH:35]=[CH:34][CH:33]=[CH:32][C:31]=2[S:36][CH3:37])=[C:26]([NH:27][C:2]([NH:38][C:39]2[S:40][CH:41]=[CH:42][N:43]=2)=[O:1])[CH:28]=1, predict the reactants needed to synthesize it. (4) Given the product [Br:1][C:2]1[C:3]([F:28])=[CH:4][C:5]2[O:11][CH2:10][CH2:9][N:8]3[C:12]([CH:18]([C:20]4[C:21]([CH3:26])=[N:22][N:23]([CH3:25])[CH:24]=4)[OH:19])=[C:13]([C:15]([NH2:30])=[O:17])[N:14]=[C:7]3[C:6]=2[CH:27]=1, predict the reactants needed to synthesize it. The reactants are: [Br:1][C:2]1[C:3]([F:28])=[CH:4][C:5]2[O:11][CH2:10][CH2:9][N:8]3[C:12]([CH:18]([C:20]4[C:21]([CH3:26])=[N:22][N:23]([CH3:25])[CH:24]=4)[OH:19])=[C:13]([C:15]([OH:17])=O)[N:14]=[C:7]3[C:6]=2[CH:27]=1.[Cl-].[NH4+:30]. (5) Given the product [F:19][C:20]([F:25])([F:24])[C:21]([OH:23])=[O:22].[CH3:17][S:14]([C@H:11]1[CH2:12][CH2:13][C@H:8]([NH2:7])[CH2:9][CH2:10]1)(=[O:15])=[O:16], predict the reactants needed to synthesize it. The reactants are: C(OC(=O)[NH:7][C@H:8]1[CH2:13][CH2:12][C@H:11]([S:14]([CH3:17])(=[O:16])=[O:15])[CH2:10][CH2:9]1)(C)(C)C.[F:19][C:20]([F:25])([F:24])[C:21]([OH:23])=[O:22]. (6) Given the product [Br:1][C:2]1[CH:3]=[N:4][C:5]2[N:6]([N:8]=[C:9]([C:11]([N:20]3[CH2:19][CH2:18][N:17]4[C:21]([C:24]5[CH:28]=[CH:27][S:26][CH:25]=5)=[CH:22][CH:23]=[C:16]4[CH:15]3[CH3:14])=[O:13])[CH:10]=2)[CH:7]=1, predict the reactants needed to synthesize it. The reactants are: [Br:1][C:2]1[CH:3]=[N:4][C:5]2[N:6]([N:8]=[C:9]([C:11]([OH:13])=O)[CH:10]=2)[CH:7]=1.[CH3:14][CH:15]1[NH:20][CH2:19][CH2:18][N:17]2[C:21]([C:24]3[CH:28]=[CH:27][S:26][CH:25]=3)=[CH:22][CH:23]=[C:16]12.